This data is from Forward reaction prediction with 1.9M reactions from USPTO patents (1976-2016). The task is: Predict the product of the given reaction. (1) Given the reactants O=[C:2]1[CH2:7][CH2:6][CH2:5][CH2:4][CH:3]1[C:8]([O:10]CC)=O.[NH2:13][C:14]([NH2:16])=[O:15], predict the reaction product. The product is: [NH:13]1[C:2]2[CH2:7][CH2:6][CH2:5][CH2:4][C:3]=2[C:8](=[O:10])[NH:16][C:14]1=[O:15]. (2) The product is: [C:1]([O:5][C:6]([NH:8][C:9]1[CH:14]=[CH:13][CH:12]=[CH:11][C:10]=1[NH:15][C:16](=[O:27])[CH2:17][CH2:18][CH2:19][CH2:20][CH2:21][C:22]([OH:24])=[O:23])=[O:7])([CH3:4])([CH3:2])[CH3:3]. Given the reactants [C:1]([O:5][C:6]([NH:8][C:9]1[CH:14]=[CH:13][CH:12]=[CH:11][C:10]=1[NH:15][C:16](=[O:27])[CH2:17][CH2:18][CH2:19][CH2:20][CH2:21][C:22]([O:24]CC)=[O:23])=[O:7])([CH3:4])([CH3:3])[CH3:2].[OH-].[K+].O, predict the reaction product. (3) Given the reactants [CH3:1][O:2][C:3]1[CH:10]=[C:9]([CH2:11][CH:12]=C)[CH:8]=[CH:7][C:4]=1[C:5]#[N:6].CSC.C[OH:18], predict the reaction product. The product is: [CH3:1][O:2][C:3]1[CH:10]=[C:9]([CH2:11][CH:12]=[O:18])[CH:8]=[CH:7][C:4]=1[C:5]#[N:6]. (4) Given the reactants O[C@@H]1CC2C(=CC=CC=2)C1=O.C(O[C@H](CC1C=CC=CC=1)C(O)=O)(=O)C.[OH:27][CH:28]1[CH2:36][C:35]2[C:30](=[CH:31][CH:32]=[CH:33][CH:34]=2)[C:29]1=[N:37]O.Br, predict the reaction product. The product is: [NH2:37][C@H:29]1[C:30]2[C:35](=[CH:34][CH:33]=[CH:32][CH:31]=2)[CH2:36][C@H:28]1[OH:27]. (5) Given the reactants C(OC([N:8]1[CH2:13][CH2:12][N:11]([C:14]2[NH:15][C:16]([C:21]3[CH:26]=[CH:25][N:24]=[C:23]([Cl:27])[CH:22]=3)=[CH:17][C:18]=2[C:19]#[N:20])[CH2:10][CH2:9]1)=O)(C)(C)C.FC(F)(F)C(O)=O, predict the reaction product. The product is: [Cl:27][C:23]1[CH:22]=[C:21]([C:16]2[NH:15][C:14]([N:11]3[CH2:12][CH2:13][NH:8][CH2:9][CH2:10]3)=[C:18]([C:19]#[N:20])[CH:17]=2)[CH:26]=[CH:25][N:24]=1. (6) Given the reactants [Br:1][C:2]1[CH:3]=[C:4]([CH:7]=[CH:8][CH:9]=1)[CH2:5][OH:6].[H-].[Na+].[F:12][C:13]1[CH:20]=[CH:19][CH:18]=[C:17](F)[C:14]=1[C:15]#[N:16], predict the reaction product. The product is: [F:12][C:13]1[CH:20]=[CH:19][CH:18]=[C:17]([O:6][CH2:5][C:4]2[CH:7]=[CH:8][CH:9]=[C:2]([Br:1])[CH:3]=2)[C:14]=1[C:15]#[N:16].